From a dataset of Forward reaction prediction with 1.9M reactions from USPTO patents (1976-2016). Predict the product of the given reaction. (1) The product is: [OH:1][C:2]1[C:3]2[O:15][N:14]=[C:13]([C:16]3[CH:17]=[CH:18][CH:19]=[CH:20][CH:21]=3)[C:4]=2[CH:5]=[N:6][C:7]=1[C:8]([NH:22][CH2:23][C:24]([OH:26])=[O:25])=[O:10]. Given the reactants [OH:1][C:2]1[C:3]2[O:15][N:14]=[C:13]([C:16]3[CH:21]=[CH:20][CH:19]=[CH:18][CH:17]=3)[C:4]=2[CH:5]=[N:6][C:7]=1[C:8]([O:10]CC)=O.[NH2:22][CH2:23][C:24]([OH:26])=[O:25].[O-]CC.[Na+].Cl, predict the reaction product. (2) Given the reactants Cl[C:2]1[C:6]([C:7]([N:9]([O:11][CH3:12])[CH3:10])=[O:8])=[CH:5][N:4]([CH2:13][C:14]2[CH:19]=[CH:18][C:17]([O:20][CH3:21])=[CH:16][CH:15]=2)[N:3]=1.[NH:22]1[CH2:26][CH2:25][CH2:24][CH2:23]1.CCOC(C)=O, predict the reaction product. The product is: [CH3:12][O:11][N:9]([CH3:10])[C:7]([C:6]1[C:2]([N:22]2[CH2:26][CH2:25][CH2:24][CH2:23]2)=[N:3][N:4]([CH2:13][C:14]2[CH:19]=[CH:18][C:17]([O:20][CH3:21])=[CH:16][CH:15]=2)[CH:5]=1)=[O:8]. (3) The product is: [F:1][C:2]1[CH:7]=[C:6]([C:32]2[S:33][C:34]([C:37]([N:39]3[CH2:43][CH2:42][CH2:41][CH2:40]3)=[O:38])=[CH:35][N:36]=2)[CH:5]=[CH:4][C:3]=1[C:17]([N:19]1[CH2:23][CH2:22][CH2:21][C@H:20]1[CH2:24][N:25]1[CH2:29][CH2:28][CH2:27][C@H:26]1[CH3:30])=[O:18]. Given the reactants [F:1][C:2]1[CH:7]=[C:6](B2OC(C)(C)C(C)(C)O2)[CH:5]=[CH:4][C:3]=1[C:17]([N:19]1[CH2:23][CH2:22][CH2:21][C@H:20]1[CH2:24][N:25]1[CH2:29][CH2:28][CH2:27][C@H:26]1[CH3:30])=[O:18].Br[C:32]1[S:33][C:34]([C:37]([N:39]2[CH2:43][CH2:42][CH2:41][CH2:40]2)=[O:38])=[CH:35][N:36]=1, predict the reaction product. (4) Given the reactants [CH3:1][C:2]1([CH3:34])[CH2:7][CH2:6][C:5]([C:8]2[CH:13]=[C:12]([C:14]([NH:17][CH2:18][CH2:19][S:20]([CH3:23])(=[O:22])=[O:21])([CH3:16])[CH3:15])[CH:11]=[CH:10][C:9]=2[NH:24][C:25]([C:27]2[NH:28][CH:29]=[C:30]([C:32]#[N:33])[N:31]=2)=[O:26])=[CH:4][CH2:3]1.IC.[C:37]([O-])(O)=O.[Na+], predict the reaction product. The product is: [CH3:1][C:2]1([CH3:34])[CH2:7][CH2:6][C:5]([C:8]2[CH:13]=[C:12]([C:14]([N:17]([CH2:18][CH2:19][S:20]([CH3:23])(=[O:22])=[O:21])[CH3:37])([CH3:15])[CH3:16])[CH:11]=[CH:10][C:9]=2[NH:24][C:25]([C:27]2[NH:28][CH:29]=[C:30]([C:32]#[N:33])[N:31]=2)=[O:26])=[CH:4][CH2:3]1. (5) Given the reactants Br[C:2]1[CH:3]=[C:4]2[C:9](=[CH:10][C:11]=1[O:12][CH3:13])[N:8]=[N:7][C:6]([C:14]#[N:15])=[C:5]2[NH:16][C:17]1[CH:22]=[CH:21][C:20]([CH3:23])=[CH:19][C:18]=1[F:24].[N:25]1[CH:30]=[CH:29][C:28](B(O)O)=[CH:27][CH:26]=1.C([O-])([O-])=O.[K+].[K+], predict the reaction product. The product is: [F:24][C:18]1[CH:19]=[C:20]([CH3:23])[CH:21]=[CH:22][C:17]=1[NH:16][C:5]1[C:4]2[C:9](=[CH:10][C:11]([O:12][CH3:13])=[C:2]([C:28]3[CH:29]=[CH:30][N:25]=[CH:26][CH:27]=3)[CH:3]=2)[N:8]=[N:7][C:6]=1[C:14]#[N:15].